Dataset: Forward reaction prediction with 1.9M reactions from USPTO patents (1976-2016). Task: Predict the product of the given reaction. (1) Given the reactants [CH3:1][C:2]1[CH:3]=[C:4]2[C:12](=[CH:13][CH:14]=1)[NH:11][C:10]1[CH:9]([NH2:15])[CH2:8][CH2:7][CH2:6][C:5]2=1.Cl[C:17]1[N:22]=[CH:21][CH:20]=[CH:19][N:18]=1, predict the reaction product. The product is: [CH3:1][C:2]1[CH:3]=[C:4]2[C:12](=[CH:13][CH:14]=1)[NH:11][C:10]1[CH:9]([NH:15][C:17]3[N:22]=[CH:21][CH:20]=[CH:19][N:18]=3)[CH2:8][CH2:7][CH2:6][C:5]2=1. (2) Given the reactants [Cl:1][C:2]1[C:11]2[C:6](=[CH:7][C:8]([O:14][CH:15]3[CH2:20][CH2:19][N:18](C(OC(C)(C)C)=O)[CH2:17][CH2:16]3)=[C:9]([O:12][CH3:13])[CH:10]=2)[N:5]=[CH:4][N:3]=1.[F:28][C:29]1[CH:35]=[CH:34][C:33]([Cl:36])=[CH:32][C:30]=1[NH2:31].Cl.ClC1C=C(NC2C3C(=CC(OC4CCNCC4)=C(OC)C=3)N=CN=2)C=CC=1F, predict the reaction product. The product is: [ClH:1].[Cl:36][C:33]1[CH:34]=[CH:35][C:29]([F:28])=[C:30]([NH:31][C:2]2[C:11]3[C:6](=[CH:7][C:8]([O:14][CH:15]4[CH2:16][CH2:17][NH:18][CH2:19][CH2:20]4)=[C:9]([O:12][CH3:13])[CH:10]=3)[N:5]=[CH:4][N:3]=2)[CH:32]=1. (3) Given the reactants [C:1]([O:5][C:6](=[O:24])[NH:7][CH:8]([C:12](=[O:23])[NH:13][C:14]1[CH:18]=[C:17]([C:19]([CH3:22])([CH3:21])[CH3:20])[O:16][N:15]=1)[CH2:9]CC)([CH3:4])([CH3:3])[CH3:2].NC1C=CON=1, predict the reaction product. The product is: [C:1]([O:5][C:6](=[O:24])[NH:7][CH:8]([C:12](=[O:23])[NH:13][C:14]1[CH:18]=[C:17]([C:19]([CH3:22])([CH3:21])[CH3:20])[O:16][N:15]=1)[CH3:9])([CH3:3])([CH3:2])[CH3:4]. (4) Given the reactants [Cl:1][C:2]1[NH:3][C:4](Cl)([CH2:10][CH:11]=[CH2:12])[C:5]([O:8][CH3:9])=[CH:6][N:7]=1.[Cl:14]C1N=CC(OC)=C(Cl)N=1.[Br-].[Mg+2].[Br-].C(C1C(=O)C(Cl)=C(Cl)C(=O)C=1C#N)#N, predict the reaction product. The product is: [Cl:1][C:2]1[N:3]=[C:4]([CH2:10][CH:11]=[CH2:12])[C:5]([O:8][CH3:9])=[C:6]([Cl:14])[N:7]=1. (5) Given the reactants C(Cl)(=O)C.[Cl:5][C:6]1[CH:7]=[N:8][CH:9]=[C:10]([Cl:46])[C:11]=1[C@H:12]([O:14][C:15]1[CH:16]=[C:17]2[C:21](=[CH:22][CH:23]=1)[N:20](C1CCCCO1)[N:19]=[C:18]2/[CH:30]=[CH:31]/[C:32]1[CH:33]=[N:34][N:35]([CH2:37][CH2:38][O:39]C2CCCCO2)[CH:36]=1)[CH3:13], predict the reaction product. The product is: [Cl:46][C:10]1[CH:9]=[N:8][CH:7]=[C:6]([Cl:5])[C:11]=1[C@H:12]([O:14][C:15]1[CH:16]=[C:17]2[C:21](=[CH:22][CH:23]=1)[NH:20][N:19]=[C:18]2/[CH:30]=[CH:31]/[C:32]1[CH:33]=[N:34][N:35]([CH2:37][CH2:38][OH:39])[CH:36]=1)[CH3:13]. (6) Given the reactants [N:1]([O-])=O.[Na+].[NH2:5][C:6]1[CH:7]=[C:8]([CH:11]=[CH:12][CH:13]=1)[C:9]#[N:10].S([NH:24][N:25]=[CH:26][CH:27]=[CH:28][C:29]1[CH:34]=[CH:33][CH:32]=[CH:31][CH:30]=1)(C1C=CC(C)=CC=1)(=O)=O, predict the reaction product. The product is: [CH:27](/[C:26]1[N:25]=[N:24][N:5]([C:6]2[CH:7]=[C:8]([CH:11]=[CH:12][CH:13]=2)[C:9]#[N:10])[N:1]=1)=[CH:28]\[C:29]1[CH:34]=[CH:33][CH:32]=[CH:31][CH:30]=1. (7) Given the reactants [C:1]([Br:5])(Br)(Br)Br.C1(P(C2C=CC=CC=2)C2C=CC=CC=2)C=CC=CC=1.[CH3:25][O:26][C:27]1[CH:28]=[C:29](CO)[CH:30]=[CH:31][C:32]=1[N+:33]([O-:35])=[O:34], predict the reaction product. The product is: [Br:5][CH2:1][C:29]1[CH:30]=[CH:31][C:32]([N+:33]([O-:35])=[O:34])=[C:27]([O:26][CH3:25])[CH:28]=1. (8) Given the reactants [Br:1][C:2]1[CH:3]=[N:4][CH:5]=[CH:6][C:7]=1[CH2:8][NH2:9].C([O-])([O-])=O.[Na+].[Na+].[C:16](Cl)(=[O:18])[CH3:17], predict the reaction product. The product is: [Br:1][C:2]1[CH:3]=[N:4][CH:5]=[CH:6][C:7]=1[CH2:8][NH:9][C:16](=[O:18])[CH3:17]. (9) Given the reactants [CH3:1][CH2:2][C:3]([C:6]([O:8][C@@H:9]1[C@@H:14]2[C@@H:15]([CH2:20][CH2:21][C@@H:22](O)[CH2:23][C@@H:24]([OH:29])[CH2:25][C:26]([O-:28])=[O:27])[C@@H:16]([CH3:19])[CH:17]=[CH:18][C:13]2=[CH:12][C@H:11]([CH3:31])[CH2:10]1)=O)([CH3:5])[CH3:4].[NH4+].S([O-])(O)(=O)=O.[K+].[OH2:39], predict the reaction product. The product is: [CH3:1][CH2:2][C:3]([C:6]([O:8][C@@H:9]1[C@@H:14]2[C@@H:15]([CH2:20][CH2:21][C@H:22]3[O:28][C:26](=[O:27])[CH2:25][C@H:24]([OH:29])[CH2:23]3)[C@@H:16]([CH3:19])[CH:17]=[CH:18][C:13]2=[CH:12][C@H:11]([CH3:31])[CH2:10]1)=[O:39])([CH3:4])[CH3:5].